From a dataset of Catalyst prediction with 721,799 reactions and 888 catalyst types from USPTO. Predict which catalyst facilitates the given reaction. (1) The catalyst class is: 8. Reactant: [OH:1][CH2:2][C:3]1[N:7]([CH2:8][CH2:9][CH3:10])[C:6]([SH:11])=[N:5][N:4]=1.IC.[CH2:14](N(CC)CC)C. Product: [OH:1][CH2:2][C:3]1[N:7]([CH2:8][CH2:9][CH3:10])[C:6]([S:11][CH3:14])=[N:5][N:4]=1. (2) The catalyst class is: 23. Reactant: N12CCCN=C1CCCCC2.Cl.[NH2:13][CH2:14][C:15]1[CH:23]=[CH:22][CH:21]=[C:20]2[C:16]=1[C:17](=[O:33])[N:18]([CH:25]1[CH2:30][CH2:29][C:28](=[O:31])[NH:27][C:26]1=[O:32])[C:19]2=[O:24].[C:34]1([CH2:40][C:41](Cl)=[O:42])[CH:39]=[CH:38][CH:37]=[CH:36][CH:35]=1. Product: [O:32]=[C:26]1[CH:25]([N:18]2[C:17](=[O:33])[C:16]3[C:20](=[CH:21][CH:22]=[CH:23][C:15]=3[CH2:14][NH:13][C:41](=[O:42])[CH2:40][C:34]3[CH:39]=[CH:38][CH:37]=[CH:36][CH:35]=3)[C:19]2=[O:24])[CH2:30][CH2:29][C:28](=[O:31])[NH:27]1. (3) Reactant: Br[C:2]1[CH:7]=[CH:6][C:5]([CH2:8][N:9]2[C:15](=[O:16])[C:14]3[C:17]([F:24])=[CH:18][C:19]([CH:21]4[CH2:23][CH2:22]4)=[CH:20][C:13]=3[O:12][CH2:11][CH2:10]2)=[C:4]([F:25])[CH:3]=1.[CH3:26][C:27]1([CH3:43])[C:31]([CH3:33])([CH3:32])[O:30][B:29]([B:29]2[O:30][C:31]([CH3:33])([CH3:32])[C:27]([CH3:43])([CH3:26])[O:28]2)[O:28]1.C(Cl)Cl.CC([O-])=O.[K+]. Product: [CH:21]1([C:19]2[CH:18]=[C:17]([F:24])[C:14]3[C:15](=[O:16])[N:9]([CH2:8][C:5]4[CH:6]=[CH:7][C:2]([B:29]5[O:30][C:31]([CH3:33])([CH3:32])[C:27]([CH3:43])([CH3:26])[O:28]5)=[CH:3][C:4]=4[F:25])[CH2:10][CH2:11][O:12][C:13]=3[CH:20]=2)[CH2:23][CH2:22]1. The catalyst class is: 117.